Dataset: Catalyst prediction with 721,799 reactions and 888 catalyst types from USPTO. Task: Predict which catalyst facilitates the given reaction. (1) Reactant: [C:1]([O:5][C:6]([N:8]1[CH2:11][CH:10]([CH2:12][C:13]2[CH:14]=[C:15]3[C:24](=[CH:25][C:26]=2[C:27]([F:30])([F:29])[F:28])[O:23][CH2:22][C:21]2[N:16]3[CH:17]([CH3:40])[C:18](=[O:39])[N:19](COCC[Si](C)(C)C)[N:20]=2)[CH2:9]1)=[O:7])([CH3:4])([CH3:3])[CH3:2].CCCC[N+](CCCC)(CCCC)CCCC.[F-]. Product: [C:1]([O:5][C:6]([N:8]1[CH2:11][CH:10]([CH2:12][C:13]2[CH:14]=[C:15]3[C:24](=[CH:25][C:26]=2[C:27]([F:29])([F:28])[F:30])[O:23][CH2:22][C:21]2[N:16]3[CH:17]([CH3:40])[C:18](=[O:39])[NH:19][N:20]=2)[CH2:9]1)=[O:7])([CH3:4])([CH3:2])[CH3:3]. The catalyst class is: 1. (2) Reactant: [N:1]1[CH:6]=[CH:5][CH:4]=[C:3]([O:7][CH2:8][CH2:9][NH2:10])[CH:2]=1.[O:11]=[C:12]([OH:24])[C@@H:13]([C@H:15]([C@H:17]([C@@H:19]([C:21]([OH:23])=[O:22])[OH:20])[OH:18])[OH:16])[OH:14].O. Product: [O:11]=[C:12]([OH:24])[C@@H:13]([C@H:15]([C@H:17]([C@@H:19]([C:21]([OH:23])=[O:22])[OH:20])[OH:18])[OH:16])[OH:14].[N:1]1[CH:6]=[CH:5][CH:4]=[C:3]([O:7][CH2:8][CH2:9][NH2:10])[CH:2]=1.[N:1]1[CH:6]=[CH:5][CH:4]=[C:3]([O:7][CH2:8][CH2:9][NH2:10])[CH:2]=1. The catalyst class is: 8. (3) Reactant: [NH2:1][CH:2]([CH2:5][CH3:6])[CH2:3][OH:4].[Br:7][C:8]([CH3:13])([CH3:12])[C:9](Br)=[O:10]. Product: [Br:7][C:8]([CH3:13])([CH3:12])[C:9]([NH:1][CH:2]([CH2:5][CH3:6])[CH2:3][OH:4])=[O:10]. The catalyst class is: 1. (4) Reactant: Br[C:2]1[CH:11]=[C:10]([O:12][C:13]([F:16])([F:15])[F:14])[C:5]2[N:6]=[C:7]([NH2:9])[S:8][C:4]=2[CH:3]=1.C(N(CC)CC)C. Product: [F:16][C:13]([F:14])([F:15])[O:12][C:10]1[C:5]2[N:6]=[C:7]([NH2:9])[S:8][C:4]=2[CH:3]=[CH:2][CH:11]=1. The catalyst class is: 63. (5) Reactant: [SH:1][C:2]1[CH:11]=[CH:10][C:5]([C:6]([O:8][CH3:9])=[O:7])=[CH:4][CH:3]=1.C([O-])([O-])=O.[K+].[K+].[Cl:18][C:19]1[CH:24]=[CH:23][C:22]([N:25]2[C:33]([CH:34]([CH:41]3[CH2:46][CH2:45][CH2:44][CH2:43][CH2:42]3)[CH2:35]OS(C)(=O)=O)=[C:32]3[C:27]([CH2:28][CH2:29][CH2:30][CH2:31]3)=[N:26]2)=[CH:21][CH:20]=1. Product: [CH3:9][O:8][C:6](=[O:7])[C:5]1[CH:4]=[CH:3][C:2]([S:1][CH2:35][CH:34]([C:33]2[N:25]([C:22]3[CH:23]=[CH:24][C:19]([Cl:18])=[CH:20][CH:21]=3)[N:26]=[C:27]3[C:32]=2[CH2:31][CH2:30][CH2:29][CH2:28]3)[CH:41]2[CH2:46][CH2:45][CH2:44][CH2:43][CH2:42]2)=[CH:11][CH:10]=1. The catalyst class is: 3. (6) Reactant: O.[OH-].[Li+].[CH:4]1([C:9]2[S:10][CH:11]=[C:12]([C:14]([O:16]CC)=[O:15])[N:13]=2)[CH2:8][CH2:7][CH2:6][CH2:5]1.Cl. Product: [CH:4]1([C:9]2[S:10][CH:11]=[C:12]([C:14]([OH:16])=[O:15])[N:13]=2)[CH2:5][CH2:6][CH2:7][CH2:8]1. The catalyst class is: 20. (7) Reactant: O.[ClH:2].[CH3:3][C:4]1[CH:9]=[C:8]([NH:10]C(C)=O)[CH:7]=[CH:6][C:5]=1[C:14]1[CH:19]=[CH:18][CH:17]=[CH:16][CH:15]=1. Product: [ClH:2].[CH3:3][C:4]1[CH:9]=[C:8]([NH2:10])[CH:7]=[CH:6][C:5]=1[C:14]1[CH:15]=[CH:16][CH:17]=[CH:18][CH:19]=1. The catalyst class is: 15.